Task: Predict which catalyst facilitates the given reaction.. Dataset: Catalyst prediction with 721,799 reactions and 888 catalyst types from USPTO (1) Reactant: S(=O)(=O)(O)O.[F:6][C:7]1[N:12]=[C:11]([C:13]#[N:14])[C:10]([OH:15])=[N:9][CH:8]=1.[OH-:16].[Na+]. Product: [F:6][C:7]1[N:12]=[C:11]([C:13]([NH2:14])=[O:16])[C:10]([OH:15])=[N:9][CH:8]=1. The catalyst class is: 6. (2) Reactant: [CH2:1]1[C:9]2[C:4](=[CH:5][CH:6]=[CH:7][CH:8]=2)[CH2:3][NH:2]1.[Cl:10][C:11]1[CH:16]=[CH:15][C:14]([N:17]=[C:18]=[O:19])=[C:13]([CH3:20])[CH:12]=1. The catalyst class is: 12. Product: [Cl:10][C:11]1[CH:16]=[CH:15][C:14]([NH:17][C:18]([N:2]2[CH2:3][C:4]3[C:9](=[CH:8][CH:7]=[CH:6][CH:5]=3)[CH2:1]2)=[O:19])=[C:13]([CH3:20])[CH:12]=1.